Dataset: Full USPTO retrosynthesis dataset with 1.9M reactions from patents (1976-2016). Task: Predict the reactants needed to synthesize the given product. (1) Given the product [F:18][C:12]1[CH:13]=[C:14]([F:17])[CH:15]=[CH:16][C:11]=1[C:3]1[C:2]([C:23]2[CH:22]=[C:21]([O:20][CH3:19])[CH:26]=[C:25]([O:27][CH3:28])[CH:24]=2)=[C:7]([CH3:8])[O:6][C:5](=[O:9])[C:4]=1[CH3:10], predict the reactants needed to synthesize it. The reactants are: Br[C:2]1[C:3]([C:11]2[CH:16]=[CH:15][C:14]([F:17])=[CH:13][C:12]=2[F:18])=[C:4]([CH3:10])[C:5](=[O:9])[O:6][C:7]=1[CH3:8].[CH3:19][O:20][C:21]1[CH:22]=[C:23](B(O)O)[CH:24]=[C:25]([O:27][CH3:28])[CH:26]=1.[O-]P([O-])([O-])=O.[K+].[K+].[K+].C1(P(C2CCCCC2)C2C=CC=CC=2C2C(OC)=CC=CC=2OC)CCCCC1.[Na+].[Na+].C(N(CC(O)=O)CC(O)=O)CN(CC([O-])=O)CC([O-])=O. (2) Given the product [OH:9][C@H:10]1[C@@H:14]2[CH2:15][N:16]([C:19]([O:21][C:22]([CH3:25])([CH3:24])[CH3:23])=[O:20])[CH2:17][CH2:18][N:13]2[CH2:12][CH2:11]1, predict the reactants needed to synthesize it. The reactants are: C([O:9][C@H:10]1[C@@H:14]2[CH2:15][N:16]([C:19]([O:21][C:22]([CH3:25])([CH3:24])[CH3:23])=[O:20])[CH2:17][CH2:18][N:13]2[CH2:12][CH2:11]1)(=O)C1C=CC=CC=1.CC(C)([O-])C.[K+]. (3) Given the product [F:9][C:2]([F:1])([F:8])[C:3](=[O:5])[CH2:15][C:16]([C:18]1[CH:23]=[CH:22][C:21]([S:24][CH3:25])=[CH:20][CH:19]=1)=[O:17], predict the reactants needed to synthesize it. The reactants are: [F:1][C:2]([F:9])([F:8])[C:3]([O:5]CC)=O.C[O-].[Na+].CO.[CH3:15][C:16]([C:18]1[CH:23]=[CH:22][C:21]([S:24][CH3:25])=[CH:20][CH:19]=1)=[O:17].Cl. (4) Given the product [OH:21][NH:20][CH2:2][C:3]([NH:22][C:23]1[CH:31]=[CH:30][CH:29]=[C:28]2[C:24]=1[CH2:25][CH2:26][CH2:27]2)=[O:5], predict the reactants needed to synthesize it. The reactants are: Cl[C:2](Cl)(Cl)[CH:3]([OH:5])O.S([O-])([O-])(=O)=O.[Na+].[Na+].S(O)(O)(=O)=O.[NH2:20][OH:21].[NH2:22][C:23]1[CH:31]=[CH:30][CH:29]=[C:28]2[C:24]=1[CH2:25][CH2:26][CH2:27]2.Cl. (5) Given the product [CH2:1]([O:3][C:4]([N:6]1[CH2:12][CH:11]([NH:13][C:29](=[O:30])[C:28]2[CH:32]=[CH:33][C:34]([O:36][CH3:37])=[CH:35][C:27]=2[O:26][CH3:25])[C:10]2=[N:14][C:15]([C:19]3[CH:20]=[CH:21][N:22]=[CH:23][CH:24]=3)=[CH:16][C:17](=[O:18])[N:9]2[CH2:8][CH2:7]1)=[O:5])[CH3:2], predict the reactants needed to synthesize it. The reactants are: [CH2:1]([O:3][C:4]([N:6]1[CH2:12][CH:11]([NH2:13])[C:10]2=[N:14][C:15]([C:19]3[CH:24]=[CH:23][N:22]=[CH:21][CH:20]=3)=[CH:16][C:17](=[O:18])[N:9]2[CH2:8][CH2:7]1)=[O:5])[CH3:2].[CH3:25][O:26][C:27]1[CH:35]=[C:34]([O:36][CH3:37])[CH:33]=[CH:32][C:28]=1[C:29](O)=[O:30].ClC1C=CC(C(O)=O)=C(OC)C=1. (6) Given the product [N:21]1[C:22]2[C:17](=[CH:16][CH:15]=[CH:14][C:13]=2[NH:12][S:8]([C:4]2[CH:3]=[N:2][CH:7]=[CH:6][CH:5]=2)(=[O:10])=[O:9])[CH:18]=[CH:19][CH:20]=1, predict the reactants needed to synthesize it. The reactants are: Cl.[N:2]1[CH:7]=[CH:6][CH:5]=[C:4]([S:8](Cl)(=[O:10])=[O:9])[CH:3]=1.[NH2:12][C:13]1[CH:14]=[CH:15][CH:16]=[C:17]2[C:22]=1[N:21]=[CH:20][CH:19]=[CH:18]2.N1C=CC=CC=1. (7) The reactants are: [CH3:1][C:2]([CH3:16])([CH3:15])[C:3](=[O:14])[CH2:4][O:5][C:6]1[N:11]=[CH:10][C:9]([C:12]#[N:13])=[CH:8][CH:7]=1. Given the product [NH2:13][CH2:12][C:9]1[CH:10]=[N:11][C:6]([O:5][CH2:4][C:3](=[O:14])[C:2]([CH3:15])([CH3:1])[CH3:16])=[CH:7][CH:8]=1, predict the reactants needed to synthesize it. (8) Given the product [Br:1][C:2]1[CH:7]=[CH:6][C:5]([CH:8]2[C:26]([CH3:27])([OH:28])[O:11][N:10]=[C:9]2[C:12]2[CH:13]=[N:14][CH:15]=[CH:16][CH:17]=2)=[CH:4][CH:3]=1, predict the reactants needed to synthesize it. The reactants are: [Br:1][C:2]1[CH:7]=[CH:6][C:5]([CH2:8][C:9]([C:12]2[CH:13]=[N:14][CH:15]=[CH:16][CH:17]=2)=[N:10][OH:11])=[CH:4][CH:3]=1.C([N-]C(C)C)(C)C.[Li+].[C:26](OC(=O)C)(=[O:28])[CH3:27].C(OCC)(=O)C.O.